This data is from Reaction yield outcomes from USPTO patents with 853,638 reactions. The task is: Predict the reaction yield, written as a fraction of the theoretical maximum amount of product (1.0 means a 100% yield; for example, 0.34 means a 34% yield). The reactants are [F:1][C:2]([F:12])([F:11])[CH:3]([OH:10])[CH2:4][C:5](OCC)=[O:6].[NH4+:13]. The catalyst is CO. The product is [F:1][C:2]([F:12])([F:11])[CH:3]([OH:10])[CH2:4][C:5]([NH2:13])=[O:6]. The yield is 0.876.